This data is from Reaction yield outcomes from USPTO patents with 853,638 reactions. The task is: Predict the reaction yield, written as a fraction of the theoretical maximum amount of product (1.0 means a 100% yield; for example, 0.34 means a 34% yield). (1) The catalyst is CN(C)C=O. The yield is 0.190. The product is [F:30][C:25]1[CH:26]=[N:27][CH:28]=[CH:29][C:24]=1[C:18]1[N:17]=[C:16]([O:14][CH2:13][C@H:10]2[CH2:11][CH2:12][N:8]([C:5]3[CH:6]=[CH:7][S:3][CH:4]=3)[CH2:9]2)[N:21]([CH3:22])[C:20](=[O:23])[CH:19]=1. The reactants are [H-].[Na+].[S:3]1[CH:7]=[CH:6][C:5]([N:8]2[CH2:12][CH2:11][C@H:10]([CH2:13][OH:14])[CH2:9]2)=[CH:4]1.Cl[C:16]1[N:21]([CH3:22])[C:20](=[O:23])[CH:19]=[C:18]([C:24]2[CH:29]=[CH:28][N:27]=[CH:26][C:25]=2[F:30])[N:17]=1. (2) The reactants are [F:1][C:2]1[CH:27]=[CH:26][C:5]([O:6][C:7]2[CH:12]=[CH:11][C:10]([S:13]([NH:16][CH2:17][CH2:18][C:19]3[CH:24]=[CH:23][CH:22]=[CH:21][C:20]=3[OH:25])(=[O:15])=[O:14])=[CH:9][CH:8]=2)=[CH:4][CH:3]=1.C1(P(C2C=CC=CC=2)C2C=CC=CC=2)C=CC=CC=1.CCOC(/N=N/C(OCC)=O)=O.[N:59]1([CH2:65][CH2:66]O)[CH2:64][CH2:63][CH2:62][CH2:61][CH2:60]1.FC1C=CC(OC2C=CC(S(N3CCC4C(=CC=C(OCCCN5CCN(C)CC5)C=4)C3C(OC)=O)(=O)=O)=CC=2)=CC=1. The catalyst is C1COCC1. The product is [F:1][C:2]1[CH:27]=[CH:26][C:5]([O:6][C:7]2[CH:12]=[CH:11][C:10]([S:13]([NH:16][CH2:17][CH2:18][C:19]3[CH:24]=[CH:23][CH:22]=[CH:21][C:20]=3[O:25][CH2:66][CH2:65][N:59]3[CH2:64][CH2:63][CH2:62][CH2:61][CH2:60]3)(=[O:15])=[O:14])=[CH:9][CH:8]=2)=[CH:4][CH:3]=1. The yield is 0.690.